Dataset: NCI-60 drug combinations with 297,098 pairs across 59 cell lines. Task: Regression. Given two drug SMILES strings and cell line genomic features, predict the synergy score measuring deviation from expected non-interaction effect. (1) Drug 2: CC1C(C(CC(O1)OC2CC(OC(C2O)C)OC3=CC4=CC5=C(C(=O)C(C(C5)C(C(=O)C(C(C)O)O)OC)OC6CC(C(C(O6)C)O)OC7CC(C(C(O7)C)O)OC8CC(C(C(O8)C)O)(C)O)C(=C4C(=C3C)O)O)O)O. Drug 1: CC1=C(C(=CC=C1)Cl)NC(=O)C2=CN=C(S2)NC3=CC(=NC(=N3)C)N4CCN(CC4)CCO. Cell line: SF-539. Synergy scores: CSS=58.0, Synergy_ZIP=-2.94, Synergy_Bliss=-1.99, Synergy_Loewe=-8.66, Synergy_HSA=-2.82. (2) Drug 1: CCC1=CC2CC(C3=C(CN(C2)C1)C4=CC=CC=C4N3)(C5=C(C=C6C(=C5)C78CCN9C7C(C=CC9)(C(C(C8N6C)(C(=O)OC)O)OC(=O)C)CC)OC)C(=O)OC.C(C(C(=O)O)O)(C(=O)O)O. Drug 2: CCCS(=O)(=O)NC1=C(C(=C(C=C1)F)C(=O)C2=CNC3=C2C=C(C=N3)C4=CC=C(C=C4)Cl)F. Cell line: MDA-MB-435. Synergy scores: CSS=50.7, Synergy_ZIP=1.89, Synergy_Bliss=-0.00790, Synergy_Loewe=-9.91, Synergy_HSA=4.16. (3) Drug 1: CC(C1=C(C=CC(=C1Cl)F)Cl)OC2=C(N=CC(=C2)C3=CN(N=C3)C4CCNCC4)N. Drug 2: CC1=C2C(C(=O)C3(C(CC4C(C3C(C(C2(C)C)(CC1OC(=O)C(C(C5=CC=CC=C5)NC(=O)OC(C)(C)C)O)O)OC(=O)C6=CC=CC=C6)(CO4)OC(=O)C)O)C)O. Cell line: PC-3. Synergy scores: CSS=35.1, Synergy_ZIP=5.55, Synergy_Bliss=9.74, Synergy_Loewe=-4.96, Synergy_HSA=10.9. (4) Drug 1: CN(C)N=NC1=C(NC=N1)C(=O)N. Drug 2: C(CN)CNCCSP(=O)(O)O. Cell line: IGROV1. Synergy scores: CSS=4.40, Synergy_ZIP=-0.867, Synergy_Bliss=1.66, Synergy_Loewe=-12.5, Synergy_HSA=-1.67. (5) Drug 1: CC1=C(C(CCC1)(C)C)C=CC(=CC=CC(=CC(=O)O)C)C. Drug 2: C(=O)(N)NO. Cell line: SF-539. Synergy scores: CSS=17.9, Synergy_ZIP=-3.54, Synergy_Bliss=-0.821, Synergy_Loewe=-2.50, Synergy_HSA=-0.362. (6) Drug 1: C1CN1C2=NC(=NC(=N2)N3CC3)N4CC4. Drug 2: C1=NC2=C(N1)C(=S)N=C(N2)N. Cell line: OVCAR3. Synergy scores: CSS=34.5, Synergy_ZIP=-3.48, Synergy_Bliss=1.21, Synergy_Loewe=-16.0, Synergy_HSA=-0.827. (7) Drug 1: CC1CCC2CC(C(=CC=CC=CC(CC(C(=O)C(C(C(=CC(C(=O)CC(OC(=O)C3CCCCN3C(=O)C(=O)C1(O2)O)C(C)CC4CCC(C(C4)OC)O)C)C)O)OC)C)C)C)OC. Drug 2: CN(CC1=CN=C2C(=N1)C(=NC(=N2)N)N)C3=CC=C(C=C3)C(=O)NC(CCC(=O)O)C(=O)O. Cell line: 786-0. Synergy scores: CSS=49.8, Synergy_ZIP=-0.327, Synergy_Bliss=1.75, Synergy_Loewe=-20.9, Synergy_HSA=0.566.